This data is from Acute oral toxicity (LD50) regression data from Zhu et al.. The task is: Regression/Classification. Given a drug SMILES string, predict its toxicity properties. Task type varies by dataset: regression for continuous values (e.g., LD50, hERG inhibition percentage) or binary classification for toxic/non-toxic outcomes (e.g., AMES mutagenicity, cardiotoxicity, hepatotoxicity). Dataset: ld50_zhu. (1) The compound is CC1CCC(N)CC1N. The rat oral LD50 is 1.96, given as -log10 of the dose in mol/kg body weight (higher means more acutely toxic). (2) The compound is O=C(C=Cc1ccccn1)OCCN1CCN(c2ccc(Cl)cc2)CC1. The rat oral LD50 is 2.89, given as -log10 of the dose in mol/kg body weight (higher means more acutely toxic). (3) The compound is O=P(OCCCl)(OCCCl)OC1CCC(C(Br)CBr)CC1Cl. The rat oral LD50 is 2.23, given as -log10 of the dose in mol/kg body weight (higher means more acutely toxic). (4) The drug is C#CC(C)(C)O. The rat oral LD50 is 1.64, given as -log10 of the dose in mol/kg body weight (higher means more acutely toxic). (5) The compound is CCC(C)OC(C)=O. The rat oral LD50 is 1.56, given as -log10 of the dose in mol/kg body weight (higher means more acutely toxic).